This data is from Catalyst prediction with 721,799 reactions and 888 catalyst types from USPTO. The task is: Predict which catalyst facilitates the given reaction. (1) Reactant: [CH2:1]([N:4]([S:24]([C:27]1[CH:35]=[C:34]2[C:30]([C:31]([Cl:45])=[CH:32][N:33]2S(C2C=CC=CC=2)(=O)=O)=[CH:29][CH:28]=1)(=[O:26])=[O:25])[CH2:5][CH2:6][NH:7][C:8]([CH:10]1[CH2:15][CH2:14][N:13]([C:16]2[CH:21]=[CH:20][C:19](=[O:22])[N:18]([CH3:23])[N:17]=2)[CH2:12][CH2:11]1)=[O:9])[CH:2]=[CH2:3].[F-].C([N+](CCCC)(CCCC)CCCC)CCC. Product: [CH2:1]([N:4]([S:24]([C:27]1[CH:35]=[C:34]2[C:30]([C:31]([Cl:45])=[CH:32][NH:33]2)=[CH:29][CH:28]=1)(=[O:26])=[O:25])[CH2:5][CH2:6][NH:7][C:8]([CH:10]1[CH2:15][CH2:14][N:13]([C:16]2[CH:21]=[CH:20][C:19](=[O:22])[N:18]([CH3:23])[N:17]=2)[CH2:12][CH2:11]1)=[O:9])[CH:2]=[CH2:3]. The catalyst class is: 7. (2) Reactant: Br[C:2]1[CH:7]=[C:6]([CH3:8])[CH:5]=[CH:4][C:3]=1[O:9][CH2:10][C:11]([CH3:13])=[CH2:12].N(C(C)(C)C#N)=NC(C)(C)C#N.C([SnH](CCCC)CCCC)CCC. Product: [CH3:12][C:11]1([CH3:13])[C:2]2[CH:7]=[C:6]([CH3:8])[CH:5]=[CH:4][C:3]=2[O:9][CH2:10]1. The catalyst class is: 11. (3) Reactant: [C:1]([C:5]1[O:9][N:8]=[C:7]([NH:10][C:11]([NH:13][C:14]2[CH:19]=[CH:18][CH:17]=[C:16]([O:20][C:21]3[C:30]4[C:25](=[CH:26][C:27]([O:33][CH2:34][CH3:35])=[C:28]([O:31][CH3:32])[CH:29]=4)[N:24]=[CH:23][N:22]=3)[CH:15]=2)=[O:12])[CH:6]=1)([CH3:4])([CH3:3])[CH3:2].[ClH:36].C(OCC)C. Product: [ClH:36].[C:1]([C:5]1[O:9][N:8]=[C:7]([NH:10][C:11]([NH:13][C:14]2[CH:19]=[CH:18][CH:17]=[C:16]([O:20][C:21]3[C:30]4[C:25](=[CH:26][C:27]([O:33][CH2:34][CH3:35])=[C:28]([O:31][CH3:32])[CH:29]=4)[N:24]=[CH:23][N:22]=3)[CH:15]=2)=[O:12])[CH:6]=1)([CH3:4])([CH3:2])[CH3:3]. The catalyst class is: 100. (4) Reactant: COC1[C@H](C(C)C)N=[C:6](OC)[C@@H:7]([CH2:9][C:10]2[CH:15]=[C:14]([F:16])[C:13]([F:17])=[CH:12][C:11]=2[F:18])[N:8]=1.Cl.C(N(CC)CC)C.[C:43]([O:42][C:40](O[C:40]([O:42][C:43]([CH3:46])([CH3:45])[CH3:44])=[O:41])=[O:41])([CH3:46])([CH3:45])[CH3:44].[C:47]([O:50]CC)(=[O:49])C. Product: [CH3:46][C:43]([CH3:44])([O:42][C:40]([NH:8][C@H:7]([CH2:9][C:10]1[CH:15]=[C:14]([F:16])[C:13]([F:17])=[CH:12][C:11]=1[F:18])[CH2:6][C:47]([OH:50])=[O:49])=[O:41])[CH3:45]. The catalyst class is: 10. (5) Reactant: [OH:1][C:2]([C:4]([F:7])([F:6])[F:5])=[O:3].[F:8][CH:9]([F:38])[CH2:10][NH:11][C:12]1[N:17]=[C:16]2[CH:18]([CH3:22])[NH:19][CH2:20][CH2:21][C:15]2=[N:14][C:13]=1[N:23]1[CH2:28][CH2:27][CH:26]([O:29][C:30]2[CH:35]=[CH:34][C:33]([F:36])=[CH:32][C:31]=2[F:37])[CH2:25][CH2:24]1.CCN(C(C)C)C(C)C.[CH3:48][S:49](Cl)(=[O:51])=[O:50]. Product: [F:38][CH:9]([F:8])[CH2:10][NH:11][C:12]1[N:17]=[C:16]2[CH:18]([CH3:22])[N:19]([S:49]([CH3:48])(=[O:51])=[O:50])[CH2:20][CH2:21][C:15]2=[N:14][C:13]=1[N:23]1[CH2:28][CH2:27][CH:26]([O:29][C:30]2[CH:35]=[CH:34][C:33]([F:36])=[CH:32][C:31]=2[F:37])[CH2:25][CH2:24]1.[C:2]([OH:3])([C:4]([F:7])([F:6])[F:5])=[O:1]. The catalyst class is: 2. (6) Product: [ClH:29].[CH2:1]([NH:4][C:5]1[NH:9][C:8]([C:10]2[CH:15]=[CH:14][C:13]([F:16])=[CH:12][CH:11]=2)=[N:7][C:6]=1[C:17]1[CH:22]=[CH:21][CH:20]=[CH:19][CH:18]=1)[CH3:2]. The catalyst class is: 7. Reactant: [C:1]([NH:4][C:5]1[NH:9][C:8]([C:10]2[CH:15]=[CH:14][C:13]([F:16])=[CH:12][CH:11]=2)=[N:7][C:6]=1[C:17]1[CH:22]=[CH:21][CH:20]=[CH:19][CH:18]=1)(=O)[CH3:2].O1CCCC1.B.[ClH:29].C(=O)([O-])O.[Na+]. (7) Reactant: CS(C)=O.C(N(CC)CC)C.[Br:12][C:13]1[CH:18]=[CH:17][CH:16]=[CH:15][C:14]=1[CH2:19][C:20]([CH3:31])([CH3:30])[CH2:21][C:22]([C:26]([F:29])([F:28])[F:27])([OH:25])[CH2:23][OH:24].[Cl-].[NH4+]. Product: [Br:12][C:13]1[CH:18]=[CH:17][CH:16]=[CH:15][C:14]=1[CH2:19][C:20]([CH3:31])([CH3:30])[CH2:21][C:22]([OH:25])([C:26]([F:28])([F:29])[F:27])[CH:23]=[O:24]. The catalyst class is: 4. (8) Reactant: [CH3:1][N:2]1[C:11](=[O:12])[C:10]2[C:5](=[CH:6][C:7]([C:13](Cl)=[O:14])=[CH:8][CH:9]=2)[N:4]=[CH:3]1.[S:16]1[CH:20]=[CH:19][N:18]=[C:17]1[NH2:21].O. Product: [CH3:1][N:2]1[C:11](=[O:12])[C:10]2[C:5](=[CH:6][C:7]([C:13]([NH:21][C:17]3[S:16][CH:20]=[CH:19][N:18]=3)=[O:14])=[CH:8][CH:9]=2)[N:4]=[CH:3]1. The catalyst class is: 396. (9) Reactant: OC(C(F)(F)F)=O.[F:8][C:9]1[CH:26]=[CH:25][C:12]([CH2:13][C:14]2[C:23]3[C:18](=[CH:19][CH:20]=[CH:21][CH:22]=3)[C:17](=[O:24])[NH:16][N:15]=2)=[CH:11][C:10]=1[C:27]([N:29]1[CH2:34][CH2:33][NH:32][CH2:31][CH2:30]1)=[O:28].[CH:35]1([C:38](=[O:42])[C:39](O)=[O:40])[CH2:37][CH2:36]1.CCN(C(C)C)C(C)C.CN(C(ON1N=NC2C=CC=NC1=2)=[N+](C)C)C.F[P-](F)(F)(F)(F)F. Product: [CH:35]1([C:38](=[O:42])[C:39]([N:32]2[CH2:33][CH2:34][N:29]([C:27](=[O:28])[C:10]3[CH:11]=[C:12]([CH2:13][C:14]4[C:23]5[C:18](=[CH:19][CH:20]=[CH:21][CH:22]=5)[C:17](=[O:24])[NH:16][N:15]=4)[CH:25]=[CH:26][C:9]=3[F:8])[CH2:30][CH2:31]2)=[O:40])[CH2:37][CH2:36]1. The catalyst class is: 3. (10) Reactant: C(OC([NH:8][CH:9]([C:55](=[O:68])[NH:56][CH2:57][CH:58]([OH:67])[CH:59]([OH:66])[CH:60]([OH:65])[CH:61]([OH:64])[CH2:62][OH:63])[CH2:10][CH2:11][CH2:12][CH2:13][NH:14][C:15]([CH:17]([NH:26][C:27](=[O:54])[C:28]([CH3:53])([CH3:52])[CH2:29][CH2:30][CH2:31][CH2:32][O:33][C:34]1[CH:39]=[C:38]([C:40]2[CH:45]=[CH:44][CH:43]=[CH:42][CH:41]=2)[CH:37]=[C:36]([C:46]2[CH:51]=[CH:50][CH:49]=[CH:48][CH:47]=2)[N:35]=1)[CH2:18][C:19]1[CH:24]=[CH:23][C:22]([OH:25])=[CH:21][CH:20]=1)=[O:16])=O)(C)(C)C.FC(F)(F)C(O)=O. Product: [NH2:8][CH:9]([C:55](=[O:68])[NH:56][CH2:57][CH:58]([OH:67])[CH:59]([OH:66])[CH:60]([OH:65])[CH:61]([OH:64])[CH2:62][OH:63])[CH2:10][CH2:11][CH2:12][CH2:13][NH:14][C:15]([CH:17]([NH:26][C:27](=[O:54])[C:28]([CH3:53])([CH3:52])[CH2:29][CH2:30][CH2:31][CH2:32][O:33][C:34]1[CH:39]=[C:38]([C:40]2[CH:45]=[CH:44][CH:43]=[CH:42][CH:41]=2)[CH:37]=[C:36]([C:46]2[CH:47]=[CH:48][CH:49]=[CH:50][CH:51]=2)[N:35]=1)[CH2:18][C:19]1[CH:20]=[CH:21][C:22]([OH:25])=[CH:23][CH:24]=1)=[O:16]. The catalyst class is: 2.